Regression. Given two drug SMILES strings and cell line genomic features, predict the synergy score measuring deviation from expected non-interaction effect. From a dataset of Merck oncology drug combination screen with 23,052 pairs across 39 cell lines. (1) Drug 1: CC(=O)OC1C(=O)C2(C)C(O)CC3OCC3(OC(C)=O)C2C(OC(=O)c2ccccc2)C2(O)CC(OC(=O)C(O)C(NC(=O)c3ccccc3)c3ccccc3)C(C)=C1C2(C)C. Drug 2: O=C(NOCC(O)CO)c1ccc(F)c(F)c1Nc1ccc(I)cc1F. Cell line: HT29. Synergy scores: synergy=2.36. (2) Drug 1: COc1cccc2c1C(=O)c1c(O)c3c(c(O)c1C2=O)CC(O)(C(=O)CO)CC3OC1CC(N)C(O)C(C)O1. Drug 2: N#Cc1ccc(Cn2cncc2CN2CCN(c3cccc(Cl)c3)C(=O)C2)cc1. Cell line: SKMES1. Synergy scores: synergy=-12.6. (3) Drug 1: O=P1(N(CCCl)CCCl)NCCCO1. Drug 2: O=C(O)C1(Cc2cccc(Nc3nccs3)n2)CCC(Oc2cccc(Cl)c2F)CC1. Cell line: RKO. Synergy scores: synergy=29.3. (4) Drug 1: O=c1[nH]cc(F)c(=O)[nH]1. Drug 2: CC1(c2nc3c(C(N)=O)cccc3[nH]2)CCCN1. Cell line: OCUBM. Synergy scores: synergy=3.93. (5) Drug 1: COc1cc(C2c3cc4c(cc3C(OC3OC5COC(C)OC5C(O)C3O)C3COC(=O)C23)OCO4)cc(OC)c1O. Synergy scores: synergy=4.62. Cell line: NCIH460. Drug 2: CCN(CC)CCNC(=O)c1c(C)[nH]c(C=C2C(=O)Nc3ccc(F)cc32)c1C. (6) Drug 1: CN(Cc1cnc2nc(N)nc(N)c2n1)c1ccc(C(=O)NC(CCC(=O)O)C(=O)O)cc1. Drug 2: NC(=O)c1cccc2cn(-c3ccc(C4CCCNC4)cc3)nc12. Cell line: LNCAP. Synergy scores: synergy=-30.0. (7) Drug 1: CC1CC2C3CCC4=CC(=O)C=CC4(C)C3(F)C(O)CC2(C)C1(O)C(=O)CO. Drug 2: CC(C)CC(NC(=O)C(Cc1ccccc1)NC(=O)c1cnccn1)B(O)O. Cell line: OVCAR3. Synergy scores: synergy=-11.8. (8) Drug 1: CCN(CC)CCNC(=O)c1c(C)[nH]c(C=C2C(=O)Nc3ccc(F)cc32)c1C. Drug 2: CNC(=O)c1cc(Oc2ccc(NC(=O)Nc3ccc(Cl)c(C(F)(F)F)c3)cc2)ccn1. Cell line: DLD1. Synergy scores: synergy=1.46. (9) Synergy scores: synergy=57.5. Cell line: SW837. Drug 2: C#Cc1cccc(Nc2ncnc3cc(OCCOC)c(OCCOC)cc23)c1. Drug 1: COc1cc(C2c3cc4c(cc3C(OC3OC5COC(C)OC5C(O)C3O)C3COC(=O)C23)OCO4)cc(OC)c1O.